This data is from Reaction yield outcomes from USPTO patents with 853,638 reactions. The task is: Predict the reaction yield, written as a fraction of the theoretical maximum amount of product (1.0 means a 100% yield; for example, 0.34 means a 34% yield). (1) The reactants are [N:1]1[CH:6]=[CH:5][CH:4]=[C:3]([NH:7][C:8](=[O:15])OCC(Cl)(Cl)Cl)[N:2]=1.[F:16][C:17]1[C:22]([F:23])=[CH:21][CH:20]=[CH:19][C:18]=1[C:24]1[N:29]=[C:28]([N:30]2[CH2:35][CH2:34][NH:33][CH2:32][CH2:31]2)[CH:27]=[CH:26][CH:25]=1. No catalyst specified. The product is [F:16][C:17]1[C:22]([F:23])=[CH:21][CH:20]=[CH:19][C:18]=1[C:24]1[N:29]=[C:28]([N:30]2[CH2:31][CH2:32][N:33]([C:8]([NH:7][C:3]3[N:2]=[N:1][CH:6]=[CH:5][CH:4]=3)=[O:15])[CH2:34][CH2:35]2)[CH:27]=[CH:26][CH:25]=1. The yield is 0.550. (2) The reactants are [N+:1]([C:4]1[C:5]([NH2:17])=[N:6][C:7]([O:10][C:11]2[CH:16]=[CH:15][CH:14]=[CH:13][CH:12]=2)=[CH:8][CH:9]=1)([O-])=O. The catalyst is [C].[Pd].CO. The product is [O:10]([C:7]1[N:6]=[C:5]([NH2:17])[C:4]([NH2:1])=[CH:9][CH:8]=1)[C:11]1[CH:12]=[CH:13][CH:14]=[CH:15][CH:16]=1. The yield is 0.590. (3) The reactants are [Br:1][C:2]1[CH:10]=[C:9]2[C:5]([CH2:6][C:7]3([CH2:16][CH2:15][CH:14]([OH:17])[CH2:13][CH2:12]3)[C:8]2=[O:11])=[CH:4][CH:3]=1.[CH3:18][C:19]1C(N)=NC2(C3C(=CC=C(N)C=3)OCC2)N=1.C(I)C.CC([O-])(C)C.[K+]. The catalyst is CC1OCCC1.[Cl-].[Na+].O.O. The product is [Br:1][C:2]1[CH:10]=[C:9]2[C:5]([CH2:6][C:7]3([CH2:16][CH2:15][CH:14]([O:17][CH2:18][CH3:19])[CH2:13][CH2:12]3)[C:8]2=[O:11])=[CH:4][CH:3]=1. The yield is 0.360. (4) The reactants are [CH2:1]([Li])CCC.[CH3:6][O:7][C:8]1[C:17]2[C:12](=[CH:13][CH:14]=[CH:15][CH:16]=2)[C:11]([O:18][CH3:19])=[CH:10][C:9]=1[CH2:20][OH:21].CI.O. The catalyst is C1COCC1. The product is [CH3:6][O:7][C:8]1[C:17]2[C:12](=[CH:13][CH:14]=[CH:15][CH:16]=2)[C:11]([O:18][CH3:19])=[C:10]([CH3:1])[C:9]=1[CH2:20][OH:21]. The yield is 0.570. (5) The reactants are [CH3:1][N:2]1[CH2:6][CH2:5][CH2:4][C:3]1=[O:7].[Li+].CC([N-]C(C)C)C.Cl[C:17]([O:19][CH3:20])=[O:18]. The catalyst is C1COCC1. The product is [CH3:1][N:2]1[CH2:6][CH2:5][CH:4]([C:17]([O:19][CH3:20])=[O:18])[C:3]1=[O:7]. The yield is 0.890. (6) The reactants are [Br:1][C:2]1[CH:9]=[CH:8][C:5]([CH2:6][OH:7])=[CH:4][CH:3]=1.F[C:11]1[CH:16]=[CH:15][CH:14]=[CH:13][N:12]=1.CC(C)([O-])C.[K+].C(=O)(O)[O-].[Na+]. The product is [Br:1][C:2]1[CH:9]=[CH:8][C:5]([CH2:6][O:7][C:11]2[CH:16]=[CH:15][CH:14]=[CH:13][N:12]=2)=[CH:4][CH:3]=1. The yield is 0.932. The catalyst is O1CCCC1.CCCCCCC. (7) The reactants are O=C[C@@H]([C@H]([C@@H]([C@@H](CO)O)O)O)O.C1C=[N+]([C@@H]2O[C@H](COP(OP(OC[C@H]3O[C@@H](N4C5N=CN=C(N)C=5N=C4)[C@H](OP(O)(O)=O)[C@@H]3O)(O)=O)(O)=O)[C@@H](O)[C@H]2O)C=C(C(N)=O)C=1.[Cl:61][CH2:62][C:63]([C:65]1[CH:70]=[CH:69][CH:68]=[C:67]([Cl:71])[CH:66]=1)=[O:64].[OH-].[Na+]. No catalyst specified. The product is [Cl:61][CH2:62][CH:63]([C:65]1[CH:70]=[CH:69][CH:68]=[C:67]([Cl:71])[CH:66]=1)[OH:64]. The yield is 0.960. (8) The reactants are C1N=CN([C:6](N2C=NC=C2)=[O:7])C=1.[C:13]([OH:22])(=[O:21])[C:14]1[C:15](=[CH:17][CH:18]=[CH:19][CH:20]=1)[NH2:16].O1CCOC[CH2:24]1. No catalyst specified. The product is [CH3:24][C:20]1[C:14]2[C:13](=[O:22])[O:21][C:6](=[O:7])[NH:16][C:15]=2[CH:17]=[CH:18][CH:19]=1. The yield is 0.870.